Dataset: Reaction yield outcomes from USPTO patents with 853,638 reactions. Task: Predict the reaction yield, written as a fraction of the theoretical maximum amount of product (1.0 means a 100% yield; for example, 0.34 means a 34% yield). (1) The reactants are [NH2:1][C:2]1[CH:10]=[CH:9][CH:8]=[C:7]([Cl:11])[C:3]=1[C:4]([OH:6])=O.O=S(Cl)Cl.[F:16][C:17]1[CH:23]=[CH:22][CH:21]=[CH:20][C:18]=1[NH2:19].C(Cl)(Cl)Cl. The catalyst is C1C=CC=CC=1. The product is [NH2:1][C:2]1[CH:10]=[CH:9][CH:8]=[C:7]([Cl:11])[C:3]=1[C:4]([NH:19][C:18]1[CH:20]=[CH:21][CH:22]=[CH:23][C:17]=1[F:16])=[O:6]. The yield is 0.340. (2) The reactants are O=[C:2]1[O:7][C:6]([C:8]2[CH:13]=[CH:12][CH:11]=[CH:10][C:9]=2[O:14]C(=O)C)=[N:5][C:4]2[CH:18]=[CH:19][CH:20]=[CH:21][C:3]1=2.[CH3:22][O:23][C:24]1[CH:29]=[CH:28][C:27]([CH2:30][CH2:31][NH2:32])=[CH:26][CH:25]=1. No catalyst specified. The product is [OH:14][C:9]1[CH:10]=[CH:11][CH:12]=[CH:13][C:8]=1[C:6]1[N:32]([CH2:31][CH2:30][C:27]2[CH:28]=[CH:29][C:24]([O:23][CH3:22])=[CH:25][CH:26]=2)[C:2](=[O:7])[C:3]2[C:4](=[CH:18][CH:19]=[CH:20][CH:21]=2)[N:5]=1. The yield is 0.780. (3) The reactants are [O-]P([O-])([O-])=O.[K+].[K+].[K+].[CH2:9]([NH2:15])[CH2:10][CH2:11][CH2:12][CH2:13][CH3:14].I[C:17]1[CH:22]=[CH:21][CH:20]=[CH:19][CH:18]=1.C(O)CO. The catalyst is [Cu]I.CCCCCC.C(OCC)(=O)C.CC(O)C. The product is [C:17]1([CH2:14][CH2:13][CH2:12][CH2:11][CH2:10][CH2:9][NH2:15])[CH:22]=[CH:21][CH:20]=[CH:19][CH:18]=1. The yield is 0.860.